From a dataset of Reaction yield outcomes from USPTO patents with 853,638 reactions. Predict the reaction yield, written as a fraction of the theoretical maximum amount of product (1.0 means a 100% yield; for example, 0.34 means a 34% yield). The reactants are [CH3:1][O:2][C:3]([CH3:8])([CH3:7])[CH2:4][CH2:5][OH:6].[CH:9](O)=[O:10]. The catalyst is O. The product is [CH:9]([O:6][CH2:5][CH2:4][C:3]([O:2][CH3:1])([CH3:8])[CH3:7])=[O:10]. The yield is 0.563.